From a dataset of Full USPTO retrosynthesis dataset with 1.9M reactions from patents (1976-2016). Predict the reactants needed to synthesize the given product. (1) Given the product [CH2:1]([O:3][C:4]([C:6]1[CH:11]=[CH:10][N:9]([CH2:12][C:13]2[CH:18]=[CH:17][C:16]([O:19][CH3:20])=[CH:15][C:14]=2[O:21][CH3:22])[C:8](=[O:23])[C:7]=1[CH2:24][N:30]([CH2:29][C:28]([O:27][CH3:26])=[O:41])[S:31]([C:34]1[CH:35]=[CH:36][C:37]([CH3:40])=[CH:38][CH:39]=1)(=[O:33])=[O:32])=[O:5])[CH3:2], predict the reactants needed to synthesize it. The reactants are: [CH2:1]([O:3][C:4]([C:6]1[CH:11]=[CH:10][N:9]([CH2:12][C:13]2[CH:18]=[CH:17][C:16]([O:19][CH3:20])=[CH:15][C:14]=2[O:21][CH3:22])[C:8](=[O:23])[C:7]=1[CH2:24]Br)=[O:5])[CH3:2].[CH3:26][O:27][C:28](=[O:41])[CH2:29][NH:30][S:31]([C:34]1[CH:39]=[CH:38][C:37]([CH3:40])=[CH:36][CH:35]=1)(=[O:33])=[O:32].[I-].[Na+].C(=O)([O-])[O-].[K+].[K+]. (2) Given the product [C:1]([O:5][C:6]([NH:7][C:8]1[C:9]([C:32]([OH:34])=[O:33])=[C:10]([Cl:20])[C:11]2[O:15][N:14]=[C:13]([CH:16]3[CH2:17][CH2:18]3)[C:12]=2[CH:19]=1)=[O:21])([CH3:4])([CH3:2])[CH3:3], predict the reactants needed to synthesize it. The reactants are: [C:1]([O:5][C:6](=[O:21])[NH:7][C:8]1[CH:9]=[C:10]([Cl:20])[C:11]2[O:15][N:14]=[C:13]([CH:16]3[CH2:18][CH2:17]3)[C:12]=2[CH:19]=1)([CH3:4])([CH3:3])[CH3:2].[Li]C(C)(C)C.CCCCC.[C:32](=[O:34])=[O:33]. (3) The reactants are: [F:1][C:2]([F:8])([F:7])[CH2:3][CH2:4][CH:5]=O.FC(F)(F)C(O)=O.[NH2:16][C:17]1[CH:25]=[CH:24][C:23]([F:26])=[CH:22][C:18]=1[C:19]([OH:21])=[O:20].C(O[BH-](OC(=O)C)OC(=O)C)(=O)C.[Na+]. Given the product [F:26][C:23]1[CH:24]=[CH:25][C:17]([NH:16][CH2:5][CH2:4][CH2:3][C:2]([F:8])([F:7])[F:1])=[C:18]([CH:22]=1)[C:19]([OH:21])=[O:20], predict the reactants needed to synthesize it. (4) Given the product [F:1][C:2]1[CH:7]=[C:6]([F:8])[CH:5]=[CH:4][C:3]=1[C:9]1[CH:14]=[C:13]([N:15]2[C:19]3[CH:20]=[CH:21][C:22]([C:24]4[CH:25]=[N:26][N:27]([CH3:29])[CH:28]=4)=[CH:23][C:18]=3[N:17]=[CH:16]2)[CH:12]=[C:11]([NH2:30])[CH:10]=1, predict the reactants needed to synthesize it. The reactants are: [F:1][C:2]1[CH:7]=[C:6]([F:8])[CH:5]=[CH:4][C:3]=1[C:9]1[CH:14]=[C:13]([N:15]2[C:19]3[CH:20]=[CH:21][C:22]([C:24]4[CH:25]=[N:26][N:27]([CH3:29])[CH:28]=4)=[CH:23][C:18]=3[N:17]=[CH:16]2)[CH:12]=[C:11]([NH:30]C(=O)C)[CH:10]=1.[OH-].[Na+]. (5) Given the product [C:2]([C:5]1[CH:6]=[CH:7][C:8]([S:11]([NH2:14])(=[O:13])=[O:12])=[N:9][CH:10]=1)([CH3:4])=[CH2:3], predict the reactants needed to synthesize it. The reactants are: O[C:2]([C:5]1[CH:6]=[CH:7][C:8]([S:11]([NH2:14])(=[O:13])=[O:12])=[N:9][CH:10]=1)([CH3:4])[CH3:3]. (6) Given the product [Cl:17][C:8]1[C:7]([OH:14])=[N:6][C:5]2[C:10]([N:9]=1)=[CH:11][CH:12]=[C:3]([O:2][CH3:1])[CH:4]=2, predict the reactants needed to synthesize it. The reactants are: [CH3:1][O:2][C:3]1[CH:4]=[C:5]2[C:10](=[CH:11][CH:12]=1)[N:9]=[C:8](O)[C:7]([OH:14])=[N:6]2.O=S(Cl)[Cl:17].Cl. (7) Given the product [CH:9]1([NH:8][CH2:12][C:13]2[CH:14]=[C:15]([NH:19][C:20](=[O:42])[CH2:21][N:22]3[CH:26]=[C:25]([O:27][C:28]4[C:37]5[C:32](=[CH:33][C:34]([O:40][CH3:41])=[C:35]([O:38][CH3:39])[CH:36]=5)[N:31]=[CH:30][N:29]=4)[CH:24]=[N:23]3)[CH:16]=[CH:17][CH:18]=2)[CH2:10][CH2:11]1, predict the reactants needed to synthesize it. The reactants are: C(OC([N:8]([CH2:12][C:13]1[CH:14]=[C:15]([NH:19][C:20](=[O:42])[CH2:21][N:22]2[CH:26]=[C:25]([O:27][C:28]3[C:37]4[C:32](=[CH:33][C:34]([O:40][CH3:41])=[C:35]([O:38][CH3:39])[CH:36]=4)[N:31]=[CH:30][N:29]=3)[CH:24]=[N:23]2)[CH:16]=[CH:17][CH:18]=1)[CH:9]1[CH2:11][CH2:10]1)=O)(C)(C)C.FC(F)(F)C(O)=O. (8) Given the product [O:1]1[CH:5]=[CH:4][CH:3]=[C:2]1[C:6]([NH:9][C:10]1[CH:11]=[CH:12][C:13]([C:16]2[S:17][C:18]3[CH:24]=[C:23]([CH3:25])[CH:22]=[CH:21][C:19]=3[N:20]=2)=[CH:14][CH:15]=1)=[O:8], predict the reactants needed to synthesize it. The reactants are: [O:1]1[CH:5]=[CH:4][CH:3]=[C:2]1[C:6]([OH:8])=O.[NH2:9][C:10]1[CH:15]=[CH:14][C:13]([C:16]2[S:17][C:18]3[CH:24]=[C:23]([CH3:25])[CH:22]=[CH:21][C:19]=3[N:20]=2)=[CH:12][CH:11]=1.CN1CCOCC1.O.ON1C2C=CC=CC=2N=N1.